Dataset: Peptide-MHC class I binding affinity with 185,985 pairs from IEDB/IMGT. Task: Regression. Given a peptide amino acid sequence and an MHC pseudo amino acid sequence, predict their binding affinity value. This is MHC class I binding data. The peptide sequence is NAVILQNAWK. The binding affinity (normalized) is 0.669. The MHC is HLA-A68:01 with pseudo-sequence HLA-A68:01.